From a dataset of Catalyst prediction with 721,799 reactions and 888 catalyst types from USPTO. Predict which catalyst facilitates the given reaction. (1) Reactant: [CH3:1][CH2:2][CH2:3][CH2:4][CH2:5][CH2:6][CH2:7][CH2:8][CH2:9][CH2:10][CH2:11][CH2:12][CH2:13][N+:14]([CH2:17][C:18]1[CH:19]=[CH:20][CH:21]=[CH:22][CH:23]=1)([CH3:16])[CH3:15].[Cl-].[OH:25][C:26]([CH:28]([C:30]1[CH:39]=[CH:38][C:33]([CH2:34][CH:35]([CH3:37])[CH3:36])=[CH:32][CH:31]=1)[CH3:29])=[O:27].C(Cl)(Cl)Cl. Product: [CH3:1][CH2:2][CH2:3][CH2:4][CH2:5][CH2:6][CH2:7][CH2:8][CH2:9][CH2:10][CH2:11][CH2:12][CH2:13][N+:14]([CH2:17][C:18]1[CH:19]=[CH:20][CH:21]=[CH:22][CH:23]=1)([CH3:16])[CH3:15].[OH:27][C:26]([CH:28]([C:30]1[CH:31]=[CH:32][C:33]([CH2:34][CH:35]([CH3:36])[CH3:37])=[CH:38][CH:39]=1)[CH3:29])=[O:25]. The catalyst class is: 6. (2) Reactant: Cl[C:2]1[C:11]2[C:6](=[CH:7][C:8]([N:14]3[CH2:19][CH2:18][N:17]([CH3:20])[CH2:16][CH2:15]3)=[C:9]([O:12][CH3:13])[CH:10]=2)[N:5]=[CH:4][C:3]=1[C:21]#[N:22].[O:23]([C:30]1[CH:36]=[CH:35][C:33]([NH2:34])=[CH:32][CH:31]=1)[C:24]1[CH:29]=[CH:28][CH:27]=[CH:26][CH:25]=1.Cl.N1C=CC=CC=1. Product: [CH3:13][O:12][C:9]1[CH:10]=[C:11]2[C:6](=[CH:7][C:8]=1[N:14]1[CH2:19][CH2:18][N:17]([CH3:20])[CH2:16][CH2:15]1)[N:5]=[CH:4][C:3]([C:21]#[N:22])=[C:2]2[NH:34][C:33]1[CH:32]=[CH:31][C:30]([O:23][C:24]2[CH:29]=[CH:28][CH:27]=[CH:26][CH:25]=2)=[CH:36][CH:35]=1. The catalyst class is: 486. (3) Reactant: [CH2:1]([O:8][C:9]1[C:14]([C:15]([CH3:18])([CH3:17])[CH3:16])=[CH:13][CH:12]=[CH:11][C:10]=1[C:19]1[CH:24]=[CH:23][CH:22]=[C:21]([C:25]([C:28]2[CH:33]=[CH:32][CH:31]=[CH:30][C:29]=2[O:34][CH3:35])(O)[CH3:26])[CH:20]=1)[C:2]1[CH:7]=[CH:6][CH:5]=[CH:4][CH:3]=1.C1(C)C=CC(S(O)(=O)=O)=CC=1. Product: [CH2:1]([O:8][C:9]1[C:14]([C:15]([CH3:17])([CH3:16])[CH3:18])=[CH:13][CH:12]=[CH:11][C:10]=1[C:19]1[CH:24]=[CH:23][CH:22]=[C:21]([C:25]([C:28]2[CH:33]=[CH:32][CH:31]=[CH:30][C:29]=2[O:34][CH3:35])=[CH2:26])[CH:20]=1)[C:2]1[CH:3]=[CH:4][CH:5]=[CH:6][CH:7]=1. The catalyst class is: 133. (4) Reactant: C(OC([N:8]1[CH2:13][CH2:12][N:11]2[C:14]([CH:18]3[CH2:20][CH2:19]3)=[N:15][C:16]([Cl:17])=[C:10]2[CH:9]1[CH2:21][CH2:22][C:23]1[CH:28]=[CH:27][C:26]([O:29][CH:30]([F:32])[F:31])=[CH:25][CH:24]=1)=O)(C)(C)C.Cl.O1CCOCC1.C([O-])([O-])=O.[Na+].[Na+]. The catalyst class is: 2. Product: [Cl:17][C:16]1[N:15]=[C:14]([CH:18]2[CH2:20][CH2:19]2)[N:11]2[CH2:12][CH2:13][NH:8][CH:9]([CH2:21][CH2:22][C:23]3[CH:24]=[CH:25][C:26]([O:29][CH:30]([F:32])[F:31])=[CH:27][CH:28]=3)[C:10]=12.